This data is from TCR-epitope binding with 47,182 pairs between 192 epitopes and 23,139 TCRs. The task is: Binary Classification. Given a T-cell receptor sequence (or CDR3 region) and an epitope sequence, predict whether binding occurs between them. The epitope is FLLNKEMYL. The TCR CDR3 sequence is CASSLGGSEAFF. Result: 0 (the TCR does not bind to the epitope).